From a dataset of hERG Central: cardiac toxicity at 1µM, 10µM, and general inhibition. Predict hERG channel inhibition at various concentrations. (1) The compound is Cc1ccc(NCc2nnc(SCC(=O)Nc3cccc(O)c3)n2CC2CCCO2)c(C)c1. Results: hERG_inhib (hERG inhibition (general)): blocker. (2) The molecule is O=C(/C=C/c1ccc(Cl)cc1)N1CCN(c2c(Cl)cccc2[N+](=O)[O-])CC1. Results: hERG_inhib (hERG inhibition (general)): blocker. (3) The drug is CSc1ccccc1NC(=O)CN1CCN(S(=O)(=O)c2ccccc2[N+](=O)[O-])CC1. Results: hERG_inhib (hERG inhibition (general)): blocker. (4) The drug is Clc1ccc(-n2c(SC/C=C/c3ccccc3)nnc2-c2cccnc2)cc1. Results: hERG_inhib (hERG inhibition (general)): blocker. (5) The molecule is CCc1ccc(CN2CCC(n3nccc3NC(=O)c3ccc4c(c3)OCO4)CC2)cc1. Results: hERG_inhib (hERG inhibition (general)): blocker.